Task: Predict the reactants needed to synthesize the given product.. Dataset: Full USPTO retrosynthesis dataset with 1.9M reactions from patents (1976-2016) (1) Given the product [O:1]1[CH2:5][CH2:4][CH:3]([CH2:6][NH:7][C:8]([C:10]2[S:11][C:12]([CH2:15][CH2:16][CH2:17][CH2:18][CH3:19])=[N:13][N:14]=2)=[O:9])[CH2:2]1, predict the reactants needed to synthesize it. The reactants are: [O:1]1[CH2:5][CH2:4][CH:3]([CH2:6][NH:7][C:8]([C:10]2[S:11][C:12]([C:15]#[C:16][CH2:17][CH2:18][CH3:19])=[N:13][N:14]=2)=[O:9])[CH2:2]1. (2) Given the product [CH3:20][O:19][C:16]1[CH:17]=[C:18]2[C:13](=[CH:14][C:15]=1[O:21][CH3:22])[N:12]=[CH:11][N:10]=[C:9]2[N:5]1[CH2:6][CH2:7][CH:2]([OH:1])[CH2:3][CH2:4]1, predict the reactants needed to synthesize it. The reactants are: [OH:1][CH:2]1[CH2:7][CH2:6][NH:5][CH2:4][CH2:3]1.Cl[C:9]1[C:18]2[C:13](=[CH:14][C:15]([O:21][CH3:22])=[C:16]([O:19][CH3:20])[CH:17]=2)[N:12]=[CH:11][N:10]=1. (3) Given the product [Br:1][C:2]1[CH:7]=[C:6]([OH:8])[CH:5]=[C:4]([S:18]([CH3:21])(=[O:19])=[O:20])[CH:3]=1, predict the reactants needed to synthesize it. The reactants are: [Br:1][C:2]1[CH:7]=[C:6]([O:8]CC2C=CC(OC)=CC=2)[CH:5]=[C:4]([S:18]([CH3:21])(=[O:20])=[O:19])[CH:3]=1.